Dataset: Full USPTO retrosynthesis dataset with 1.9M reactions from patents (1976-2016). Task: Predict the reactants needed to synthesize the given product. (1) Given the product [Cl:1][C:2]1[CH:16]=[CH:15][C:5]([C:6]([N:8]2[CH2:13][CH2:12][CH2:11][C@@H:10]([NH:14][C:22](=[O:23])[C:21]3[CH:25]=[CH:26][C:18]([Cl:17])=[CH:19][CH:20]=3)[CH2:9]2)=[O:7])=[CH:4][CH:3]=1, predict the reactants needed to synthesize it. The reactants are: [Cl:1][C:2]1[CH:16]=[CH:15][C:5]([C:6]([N:8]2[CH2:13][CH2:12][CH2:11][C@@H:10]([NH2:14])[CH2:9]2)=[O:7])=[CH:4][CH:3]=1.[Cl:17][C:18]1[CH:26]=[CH:25][C:21]([C:22](Cl)=[O:23])=[CH:20][CH:19]=1.[OH-].[Na+].[Cl-].[Na+]. (2) Given the product [O:1]1[C:5]2[CH:6]=[CH:7][C:8]([CH2:10][C:11](=[N:13][NH:14][C:15]3[S:17][CH:19]=[C:20]([C:22]4[CH:27]=[CH:26][C:25]([O:28][CH3:29])=[CH:24][CH:23]=4)[N:16]=3)[CH3:12])=[CH:9][C:4]=2[O:3][CH2:2]1, predict the reactants needed to synthesize it. The reactants are: [O:1]1[C:5]2[CH:6]=[CH:7][C:8]([CH2:10][C:11](=[N:13][NH:14][C:15](=[S:17])[NH2:16])[CH3:12])=[CH:9][C:4]=2[O:3][CH2:2]1.Br[CH2:19][C:20]([C:22]1[CH:27]=[CH:26][C:25]([O:28][CH3:29])=[CH:24][CH:23]=1)=O. (3) Given the product [Cl:22][C:23]1[CH:28]=[CH:27][C:26]([C:2]2[C:11]3[C:6](=[N:7][CH:8]=[C:9]([C:12]([N:14]4[CH2:19][CH2:18][S:17](=[O:21])(=[O:20])[CH2:16][CH2:15]4)=[O:13])[N:10]=3)[CH:5]=[N:4][CH:3]=2)=[CH:25][CH:24]=1, predict the reactants needed to synthesize it. The reactants are: Br[C:2]1[C:11]2[C:6](=[N:7][CH:8]=[C:9]([C:12]([N:14]3[CH2:19][CH2:18][S:17](=[O:21])(=[O:20])[CH2:16][CH2:15]3)=[O:13])[N:10]=2)[CH:5]=[N:4][CH:3]=1.[Cl:22][C:23]1[CH:28]=[CH:27][C:26](B(O)O)=[CH:25][CH:24]=1.C(=O)([O-])[O-].[Cs+].[Cs+].O1CCOCC1. (4) Given the product [C:1]([O:5][C:6]([NH:8][CH2:9][CH2:10][CH2:11][N:12]1[C:20]([C:21]([O:23][CH3:24])=[O:22])=[C:19]2[C:14]([C:15]3[CH:28]=[C:27]([C:29]4[CH:34]=[CH:33][CH:32]=[C:31]([N+:35]([O-:37])=[O:36])[CH:30]=4)[C:26]([O:38][CH3:39])=[CH:25][C:16]=3[CH:17]=[CH:18]2)=[N:13]1)=[O:7])([CH3:3])([CH3:4])[CH3:2], predict the reactants needed to synthesize it. The reactants are: [C:1]([O:5][C:6]([NH:8][CH2:9][CH2:10][CH2:11][N:12]1[C:20]([C:21]([O:23][CH3:24])=[O:22])=[C:19]2[C:14]([C:15]3[CH:28]=[C:27]([C:29]4[CH:34]=[CH:33][CH:32]=[C:31]([N+:35]([O-:37])=[O:36])[CH:30]=4)[C:26]([O:38][CH3:39])=[CH:25][C:16]=3[CH2:17][CH2:18]2)=[N:13]1)=[O:7])([CH3:4])([CH3:3])[CH3:2].C(C1C(=O)C(Cl)=C(Cl)C(=O)C=1C#N)#N. (5) Given the product [CH2:14]([N:6]1[CH2:5][CH2:4][NH:3][C@H:2]([CH3:1])[CH2:7]1)[C:15]1[CH:20]=[CH:19][CH:18]=[CH:17][CH:16]=1, predict the reactants needed to synthesize it. The reactants are: [CH3:1][C@@H:2]1[CH2:7][NH:6][CH2:5][CH2:4][NH:3]1.C([O-])([O-])=O.[K+].[K+].[CH2:14](Br)[C:15]1[CH:20]=[CH:19][CH:18]=[CH:17][CH:16]=1. (6) Given the product [CH3:34][O:35][C:36]1[CH:37]=[C:38]([C@@:44]23[CH2:52][CH2:51][C@@H:50]([NH:53][C:15]([NH:12][C:2]4[CH:3]=[CH:4][N:5]=[CH:6][CH:7]=4)=[O:24])[CH2:49][C@@H:48]2[N:47]([CH3:54])[CH2:46][CH2:45]3)[CH:39]=[CH:40][C:41]=1[O:42][CH3:43], predict the reactants needed to synthesize it. The reactants are: C(O)(=O)[C:2]1[CH:7]=[CH:6][N:5]=[CH:4][CH:3]=1.CC[N:12]([CH2:15]C)CC.C1(P(N=[N+]=[N-])(C2C=CC=CC=2)=[O:24])C=CC=CC=1.[CH3:34][O:35][C:36]1[CH:37]=[C:38]([C@@:44]23[CH2:52][CH2:51][C@@H:50]([NH2:53])[CH2:49][C@@H:48]2[N:47]([CH3:54])[CH2:46][CH2:45]3)[CH:39]=[CH:40][C:41]=1[O:42][CH3:43]. (7) Given the product [CH2:15]([O:17][C:18](=[O:28])[CH2:19][C@@H:20]([NH:27][C:2]1[C:7]([N+:8]([O-:10])=[O:9])=[CH:6][N:5]=[C:4]([CH:11]2[CH2:13][CH2:12]2)[N:3]=1)[C:21]1[CH:22]=[CH:23][CH:24]=[CH:25][CH:26]=1)[CH3:16], predict the reactants needed to synthesize it. The reactants are: Cl[C:2]1[C:7]([N+:8]([O-:10])=[O:9])=[CH:6][N:5]=[C:4]([CH:11]2[CH2:13][CH2:12]2)[N:3]=1.Cl.[CH2:15]([O:17][C:18](=[O:28])[CH2:19][C@@H:20]([NH2:27])[C:21]1[CH:26]=[CH:25][CH:24]=[CH:23][CH:22]=1)[CH3:16].CCN(C(C)C)C(C)C. (8) Given the product [NH2:22][C:19]([CH3:21])([CH3:20])[CH2:18][CH2:17][N:13]1[C:12]2[CH:30]=[CH:31][CH:32]=[CH:33][C:11]=2[C:10]([CH2:34][CH3:35])([CH2:8][CH3:9])[O:15][C:14]1=[O:16], predict the reactants needed to synthesize it. The reactants are: FC(F)(F)C(O)=O.[CH2:8]([C:10]1([CH2:34][CH3:35])[O:15][C:14](=[O:16])[N:13]([CH2:17][CH2:18][C:19]([NH:22]C(=O)OC(C)(C)C)([CH3:21])[CH3:20])[C:12]2[CH:30]=[CH:31][CH:32]=[CH:33][C:11]1=2)[CH3:9].